This data is from Forward reaction prediction with 1.9M reactions from USPTO patents (1976-2016). The task is: Predict the product of the given reaction. (1) Given the reactants [F:1][C:2]1[CH:7]=[C:6]([O:8][C@H:9]2[CH2:14][CH2:13][CH2:12][CH2:11][C@@H:10]2[C:15]2[N:19]([CH3:20])[N:18]=[CH:17][CH:16]=2)[C:5]([F:21])=[CH:4][C:3]=1[S:22]([N:25]([C:33]1[N:34]=[CH:35][S:36][CH:37]=1)C(=O)OC(C)(C)C)(=[O:24])=[O:23].FC(F)(F)C(O)=O, predict the reaction product. The product is: [F:1][C:2]1[CH:7]=[C:6]([O:8][C@H:9]2[CH2:14][CH2:13][CH2:12][CH2:11][C@@H:10]2[C:15]2[N:19]([CH3:20])[N:18]=[CH:17][CH:16]=2)[C:5]([F:21])=[CH:4][C:3]=1[S:22]([NH:25][C:33]1[N:34]=[CH:35][S:36][CH:37]=1)(=[O:23])=[O:24]. (2) Given the reactants [Br:1][C:2]1[CH:3]=[C:4]2[C:9](=[CH:10][CH:11]=1)[N:8]([C:12](=[O:15])[CH2:13]Cl)[CH2:7][CH2:6][CH2:5]2.[I-].[K+].[CH3:18][NH:19][CH2:20][CH3:21], predict the reaction product. The product is: [Br:1][C:2]1[CH:3]=[C:4]2[C:9](=[CH:10][CH:11]=1)[N:8]([C:12](=[O:15])[CH2:13][N:19]([CH2:20][CH3:21])[CH3:18])[CH2:7][CH2:6][CH2:5]2. (3) Given the reactants Cl[CH2:2][C:3](Cl)=[O:4].[CH3:6][CH:7]([CH3:11])[CH2:8][CH2:9][NH2:10].[OH:12][C:13]1[N:14]=[C:15]([C:19]2[CH:24]=[CH:23][C:22]([C:25]([O:27]C)=[O:26])=[CH:21][CH:20]=2)[S:16][C:17]=1[CH3:18], predict the reaction product. The product is: [CH2:9]([NH:10][C:3]([CH2:2][O:12][C:13]1[N:14]=[C:15]([C:19]2[CH:20]=[CH:21][C:22]([C:25]([OH:27])=[O:26])=[CH:23][CH:24]=2)[S:16][C:17]=1[CH3:18])=[O:4])[CH2:8][CH:7]([CH3:11])[CH3:6]. (4) Given the reactants CN1[C:10]2[C:5](=[CH:6][C:7](S(N3CCC[C@H]3COC3C=CC=CC=3)(=O)=O)=[CH:8][CH:9]=2)[C:4](=O)C1=O.[N:29]1[CH:34]=[CH:33][CH:32]=[C:31]([O:35][CH2:36][CH:37]2[CH2:41][CH2:40][CH2:39][N:38]2[S:42]([C:45]2[CH:46]=[C:47]3[C:51](=[CH:52][CH:53]=2)[NH:50][C:49](=[O:54])[C:48]3=[O:55])(=[O:44])=[O:43])[CH:30]=1.C(Br)C1C=CC=CC=1, predict the reaction product. The product is: [CH2:4]([N:50]1[C:51]2[C:47](=[CH:46][C:45]([S:42]([N:38]3[CH2:39][CH2:40][CH2:41][CH:37]3[CH2:36][O:35][C:31]3[CH:30]=[N:29][CH:34]=[CH:33][CH:32]=3)(=[O:44])=[O:43])=[CH:53][CH:52]=2)[C:48](=[O:55])[C:49]1=[O:54])[C:5]1[CH:10]=[CH:9][CH:8]=[CH:7][CH:6]=1. (5) Given the reactants [C:1]([O:10]CC)(=[O:9])[C:2]1[C:3](=[CH:5][CH:6]=[CH:7][CH:8]=1)[OH:4].Br[CH2:14][C:15]([CH3:17])=[CH2:16].C(=O)([O-])[O-].[K+].[K+].[OH-].[Na+], predict the reaction product. The product is: [CH3:16][C:15](=[CH2:14])[CH2:17][O:4][C:3]1[CH:5]=[CH:6][CH:7]=[CH:8][C:2]=1[C:1]([OH:10])=[O:9]. (6) Given the reactants [Br:1][C:2]1[CH:9]=[CH:8][C:5]([CH:6]=[O:7])=[CH:4][CH:3]=1.[CH3:10][C:11]([CH2:15]O)([CH2:13][OH:14])[CH3:12], predict the reaction product. The product is: [Br:1][C:2]1[CH:9]=[CH:8][C:5]([CH:6]2[O:14][CH2:13][C:11]([CH3:15])([CH3:12])[CH2:10][O:7]2)=[CH:4][CH:3]=1.